This data is from Full USPTO retrosynthesis dataset with 1.9M reactions from patents (1976-2016). The task is: Predict the reactants needed to synthesize the given product. Given the product [CH3:27][S:28]([O:12][CH2:11][C:9]1[CH:8]=[CH:7][C:5]2[N:6]=[C:2]([Br:1])[S:3][C:4]=2[CH:10]=1)(=[O:30])=[O:29], predict the reactants needed to synthesize it. The reactants are: [Br:1][C:2]1[S:3][C:4]2[CH:10]=[C:9]([CH2:11][OH:12])[CH:8]=[CH:7][C:5]=2[N:6]=1.CCN(C(C)C)C(C)C.C(O)CO.O.[CH3:27][S:28](Cl)(=[O:30])=[O:29].